Dataset: Forward reaction prediction with 1.9M reactions from USPTO patents (1976-2016). Task: Predict the product of the given reaction. (1) Given the reactants N1SN=C2C(S(NC3C=C(Cl)C(Cl)=CC=3C(N[C@H](CC3C=CC([Cl:30])=CC=3)C(O)=O)=O)(=O)=O)=CC=C[C:2]=12.C(OC([NH:44][C@H:45]([CH2:49][C:50]1[CH:55]=[CH:54][C:53]([Cl:56])=[CH:52][CH:51]=1)[C:46]([OH:48])=[O:47])=O)(C)(C)C, predict the reaction product. The product is: [ClH:30].[CH3:2][O:48][C:46](=[O:47])[C@H:45]([NH2:44])[CH2:49][C:50]1[CH:55]=[CH:54][C:53]([Cl:56])=[CH:52][CH:51]=1. (2) Given the reactants [CH3:1][O:2][C:3]1[CH:12]=[C:11]2[C:6]([CH:7]=[CH:8][C:9](=[O:16])[N:10]2[CH2:13][CH:14]=O)=[CH:5][CH:4]=1.[O:17]1[C:22]2[CH:23]=[CH:24][C:25]([CH2:27][N:28]([CH:36]3[CH2:41][CH2:40][NH:39][CH2:38][CH2:37]3)[C:29](=[O:35])[O:30][C:31]([CH3:34])([CH3:33])[CH3:32])=[CH:26][C:21]=2[O:20][CH2:19][CH2:18]1.N1C2C=CC=C[C:45]=2N=N1.C[Mg]Br.C(OCC)C.[Cl-].[NH4+], predict the reaction product. The product is: [O:17]1[C:22]2[CH:23]=[CH:24][C:25]([CH2:27][N:28]([CH:36]3[CH2:41][CH2:40][N:39]([CH:14]([CH3:45])[CH2:13][N:10]4[C:11]5[C:6](=[CH:5][CH:4]=[C:3]([O:2][CH3:1])[CH:12]=5)[CH:7]=[CH:8][C:9]4=[O:16])[CH2:38][CH2:37]3)[C:29](=[O:35])[O:30][C:31]([CH3:34])([CH3:32])[CH3:33])=[CH:26][C:21]=2[O:20][CH2:19][CH2:18]1. (3) Given the reactants [S:1]1[CH:5]=[CH:4][CH:3]=[C:2]1[S:6]([NH2:9])(=[O:8])=[O:7].C([O-])([O-])=O.[Cs+].[Cs+].C(C1([C:29]2[CH:34]=[CH:33][CH:32]=[CH:31][C:30]=2[OH:35])CNCCN1C([O-])=O)CCC, predict the reaction product. The product is: [O:35]([C:3]1[CH:4]=[CH:5][S:1][C:2]=1[S:6]([NH2:9])(=[O:8])=[O:7])[C:30]1[CH:31]=[CH:32][CH:33]=[CH:34][CH:29]=1. (4) Given the reactants [CH3:1][C:2]1[C:6]([C:7]2[CH:8]=[C:9]([C:19]([C:21]3[CH:26]=[CH:25][CH:24]=[CH:23][N:22]=3)=[O:20])[C:10]3[N:14]=[C:13]([O:15][CH2:16][CH3:17])[NH:12][C:11]=3[CH:18]=2)=[C:5]([CH3:27])[O:4][N:3]=1.[CH:28]([Mg]Br)([CH2:30][CH3:31])[CH3:29], predict the reaction product. The product is: [CH3:1][C:2]1[C:6]([C:7]2[CH:8]=[C:9]([C:19]([C:21]3[CH:26]=[CH:25][CH:24]=[CH:23][N:22]=3)([OH:20])[CH:28]([CH3:29])[CH2:30][CH3:31])[C:10]3[N:14]=[C:13]([O:15][CH2:16][CH3:17])[NH:12][C:11]=3[CH:18]=2)=[C:5]([CH3:27])[O:4][N:3]=1. (5) Given the reactants C(OC(=O)C1C=CC(N[N:12]=[C:13]([C:16]#[N:17])[C:14]#[N:15])=CC=1)C.[NH2:19][C:20]1[CH:30]=[CH:29][C:23]([C:24]([O:26][CH2:27][CH3:28])=[O:25])=[CH:22][CH:21]=1.C(#N)CC#N.O.[NH2:37][NH2:38], predict the reaction product. The product is: [CH2:27]([O:26][C:24](=[O:25])[C:23]1[CH:22]=[CH:21][C:20]([NH:19][N:12]=[C:13]2[C:14]([NH2:15])=[N:38][N:37]=[C:16]2[NH2:17])=[CH:30][CH:29]=1)[CH3:28]. (6) Given the reactants [C:1]([NH:8][CH2:9][C@H:10]1[CH2:15][CH2:14][C@H:13]([OH:16])[CH2:12][CH2:11]1)([O:3][C:4]([CH3:7])([CH3:6])[CH3:5])=[O:2].[H-].[Na+].Cl[C:20]1[N:25]=[C:24]([C:26]2[CH:35]=[CH:34][C:33]3[C:28](=[CH:29][CH:30]=[CH:31][CH:32]=3)[CH:27]=2)[CH:23]=[CH:22][N:21]=1.O, predict the reaction product. The product is: [CH:27]1[C:28]2[C:33](=[CH:32][CH:31]=[CH:30][CH:29]=2)[CH:34]=[CH:35][C:26]=1[C:24]1[CH:23]=[CH:22][N:21]=[C:20]([O:16][C@H:13]2[CH2:14][CH2:15][C@H:10]([CH2:9][NH:8][C:1](=[O:2])[O:3][C:4]([CH3:6])([CH3:7])[CH3:5])[CH2:11][CH2:12]2)[N:25]=1.